From a dataset of Forward reaction prediction with 1.9M reactions from USPTO patents (1976-2016). Predict the product of the given reaction. (1) Given the reactants [C:1]([S:4][C:5]([CH3:38])([CH3:37])[CH:6]([NH2:36])[C:7]([O:9][C@H:10]([C:21]1[CH:26]=[CH:25][C:24]([O:27][CH:28]([F:30])[F:29])=[C:23]([O:31][CH2:32][CH:33]2[CH2:35][CH2:34]2)[CH:22]=1)[CH2:11][C:12]1[C:17]([Cl:18])=[CH:16][N+:15]([O-:19])=[CH:14][C:13]=1[Cl:20])=[O:8])(=[O:3])[CH3:2].[C:39]1([S:45](Cl)(=[O:47])=[O:46])[CH:44]=[CH:43][CH:42]=[CH:41][CH:40]=1, predict the reaction product. The product is: [C:1]([S:4][C:5]([CH3:38])([CH3:37])[CH:6]([NH:36][S:45]([C:39]1[CH:44]=[CH:43][CH:42]=[CH:41][CH:40]=1)(=[O:47])=[O:46])[C:7]([O:9][C@H:10]([C:21]1[CH:26]=[CH:25][C:24]([O:27][CH:28]([F:30])[F:29])=[C:23]([O:31][CH2:32][CH:33]2[CH2:35][CH2:34]2)[CH:22]=1)[CH2:11][C:12]1[C:13]([Cl:20])=[CH:14][N+:15]([O-:19])=[CH:16][C:17]=1[Cl:18])=[O:8])(=[O:3])[CH3:2]. (2) Given the reactants [ClH:1].F[C:3]1[CH:8]=[CH:7][CH:6]=[CH:5][C:4]=1[CH:9]1[CH2:14][CH2:13][CH2:12][NH:11][CH2:10]1.IC1C=NC=CC=1.[Cl:22]C1C=CC(B(O)O)=CC=1, predict the reaction product. The product is: [ClH:22].[Cl:1][C:7]1[CH:8]=[CH:3][C:4]([CH:9]2[CH2:14][CH2:13][CH2:12][NH:11][CH2:10]2)=[CH:5][CH:6]=1. (3) The product is: [CH2:29]([C:31]([C:34]1[CH:39]=[CH:38][C:37]([O:40][S:15]([C:18]([F:21])([F:20])[F:19])(=[O:17])=[O:16])=[C:36]([CH3:41])[CH:35]=1)([C:42]1[CH:47]=[CH:46][C:45]([C:48]#[C:49][C:50]2([OH:56])[CH2:51][CH2:52][S:53][CH2:54][CH2:55]2)=[C:44]([CH3:57])[CH:43]=1)[CH2:32][CH3:33])[CH3:30]. Given the reactants C(N(CC)CC)C.C1C=CC(N([S:15]([C:18]([F:21])([F:20])[F:19])(=[O:17])=[O:16])[S:15]([C:18]([F:21])([F:20])[F:19])(=[O:17])=[O:16])=CC=1.[CH2:29]([C:31]([C:42]1[CH:47]=[CH:46][C:45]([C:48]#[C:49][C:50]2([OH:56])[CH2:55][CH2:54][S:53][CH2:52][CH2:51]2)=[C:44]([CH3:57])[CH:43]=1)([C:34]1[CH:39]=[CH:38][C:37]([OH:40])=[C:36]([CH3:41])[CH:35]=1)[CH2:32][CH3:33])[CH3:30].O, predict the reaction product.